This data is from Reaction yield outcomes from USPTO patents with 853,638 reactions. The task is: Predict the reaction yield, written as a fraction of the theoretical maximum amount of product (1.0 means a 100% yield; for example, 0.34 means a 34% yield). (1) The reactants are C([O:5][C:6](=[O:35])[CH2:7][O:8][C:9]1[C:14]([C:15](=[O:24])[NH:16][CH2:17][C:18]2[CH:23]=[CH:22][CH:21]=[CH:20][CH:19]=2)=[CH:13][C:12]([C:25](=[O:34])[NH:26][CH2:27][C:28]2[CH:33]=[CH:32][CH:31]=[CH:30][CH:29]=2)=[CH:11][N:10]=1)(C)(C)C. The catalyst is FC(F)(F)C(O)=O.C(Cl)(Cl)Cl.C(OCC)(=O)C. The product is [CH2:17]([NH:16][C:15]([C:14]1[C:9]([O:8][CH2:7][C:6]([OH:35])=[O:5])=[N:10][CH:11]=[C:12]([C:25](=[O:34])[NH:26][CH2:27][C:28]2[CH:29]=[CH:30][CH:31]=[CH:32][CH:33]=2)[CH:13]=1)=[O:24])[C:18]1[CH:19]=[CH:20][CH:21]=[CH:22][CH:23]=1. The yield is 0.680. (2) The product is [Br:1][C:6]1[S:5][C:4]([CH3:3])=[C:8]([C:9]([OH:11])=[O:10])[C:7]=1[CH3:12]. The catalyst is C(O)(=O)C. The reactants are [Br:1]Br.[CH3:3][C:4]1[S:5][CH:6]=[C:7]([CH3:12])[C:8]=1[C:9]([OH:11])=[O:10].O. The yield is 0.850. (3) The reactants are [NH2:1][C:2]1[C:3]([OH:13])=[C:4]([S:9]([NH2:12])(=[O:11])=[O:10])[C:5]([Cl:8])=[CH:6][CH:7]=1.[N:14]([C:17]([CH:19]([CH2:21][CH2:22][CH3:23])[CH3:20])=O)=[N+]=[N-].CN(C)[CH:26]=[O:27]. No catalyst specified. The product is [NH2:12][S:9]([C:4]1[C:3]([OH:13])=[C:2]([NH:1][C:26]([NH:14][CH2:17][CH:19]([CH3:20])[CH2:21][CH2:22][CH3:23])=[O:27])[CH:7]=[CH:6][C:5]=1[Cl:8])(=[O:11])=[O:10]. The yield is 0.0200.